This data is from Catalyst prediction with 721,799 reactions and 888 catalyst types from USPTO. The task is: Predict which catalyst facilitates the given reaction. (1) Reactant: [CH2:1]([C:5]12[CH2:17][CH2:16][C:15](=[O:18])[C:14]([C:19]([O:21]CC)=[CH2:20])=[C:13]1[C:12]1[C:7](=[C:8]([Cl:26])[C:9]([O:24][CH3:25])=[CH:10][CH:11]=1)[CH2:6]2)[CH2:2][CH2:3][CH3:4].Cl. Product: [C:19]([C:14]1[C:15](=[O:18])[CH2:16][CH2:17][C:5]2([CH2:1][CH2:2][CH2:3][CH3:4])[C:13]=1[C:12]1[C:7](=[C:8]([Cl:26])[C:9]([O:24][CH3:25])=[CH:10][CH:11]=1)[CH2:6]2)(=[O:21])[CH3:20]. The catalyst class is: 40. (2) Reactant: [H-].[Na+].[CH2:3]([C:5]1[S:6][C:7]([C:17]2[CH:22]=[CH:21][N:20]=[C:19]([NH:23][C:24](=[O:32])[CH2:25][C:26]3[CH:31]=[CH:30][CH:29]=[CH:28][CH:27]=3)[CH:18]=2)=[C:8]([C:10]2[CH:15]=[CH:14][CH:13]=[C:12]([CH3:16])[CH:11]=2)[N:9]=1)[CH3:4].[CH3:33]I.[Cl-].[NH4+]. Product: [CH2:3]([C:5]1[S:6][C:7]([C:17]2[CH:22]=[CH:21][N:20]=[C:19]([N:23]([CH3:33])[C:24](=[O:32])[CH2:25][C:26]3[CH:31]=[CH:30][CH:29]=[CH:28][CH:27]=3)[CH:18]=2)=[C:8]([C:10]2[CH:15]=[CH:14][CH:13]=[C:12]([CH3:16])[CH:11]=2)[N:9]=1)[CH3:4]. The catalyst class is: 16. (3) Reactant: CC(C)([O-])C.[K+].[C:7]([N:10]1[CH2:15][CH:14]([C:16]2[CH:21]=[CH:20][C:19]([CH2:22][CH:23]([F:25])[F:24])=[CH:18][CH:17]=2)[CH2:13][CH:12]([C:26]([O:28]C)=[O:27])[CH2:11]1)(=[O:9])[CH3:8]. Product: [C:7]([N:10]1[CH2:15][CH:14]([C:16]2[CH:21]=[CH:20][C:19]([CH2:22][CH:23]([F:24])[F:25])=[CH:18][CH:17]=2)[CH2:13][CH:12]([C:26]([OH:28])=[O:27])[CH2:11]1)(=[O:9])[CH3:8]. The catalyst class is: 5. (4) Reactant: [C:1]([O-:4])([O-])=O.[K+].[K+].[Br:7][C:8]1[CH:13]=[C:12]([Cl:14])[CH:11]=[CH:10][C:9]=1O. Product: [Br:7][C:8]1[CH:13]=[C:12]([Cl:14])[CH:11]=[CH:10][C:9]=1[O:4][CH3:1]. The catalyst class is: 21. (5) Reactant: [C:1]([O:5][C:6]([CH2:8][N:9]1[C:17]2[C:12](=[CH:13][C:14]([C:18]([O:20]CC3C=CC=CC=3)=[O:19])=[CH:15][CH:16]=2)[CH:11]=[CH:10]1)=[O:7])([CH3:4])([CH3:3])[CH3:2].[H][H]. Product: [C:1]([O:5][C:6]([CH2:8][N:9]1[C:17]2[C:12](=[CH:13][C:14]([C:18]([OH:20])=[O:19])=[CH:15][CH:16]=2)[CH:11]=[CH:10]1)=[O:7])([CH3:4])([CH3:2])[CH3:3]. The catalyst class is: 29. (6) Reactant: C1CCC(N=C=NC2CCCCC2)CC1.[OH:16][C@@H:17]([C:27]1[S:28][CH:29]=[C:30]([C:32]([O:34][CH3:35])=[O:33])[N:31]=1)[CH2:18][C@@H:19]([NH:23][CH2:24][CH2:25][CH3:26])[CH:20]([CH3:22])[CH3:21].[C:36]([O:40][C:41]([NH:43][C@@H:44]([CH:48]([CH2:51][CH3:52])[CH2:49][CH3:50])[C:45](O)=[O:46])=[O:42])([CH3:39])([CH3:38])[CH3:37].O.C(O)(C)(C)C. Product: [CH:20]([C@H:19]([NH:23][CH2:24][CH2:25][CH3:26])[CH2:18][C@H:17]([C:27]1[S:28][CH:29]=[C:30]([C:32]([O:34][CH3:35])=[O:33])[N:31]=1)[O:16][C:45](=[O:46])[C@H:44]([CH:48]([CH2:51][CH3:52])[CH2:49][CH3:50])[NH:43][C:41](=[O:42])[O:40][C:36]([CH3:39])([CH3:38])[CH3:37])([CH3:22])[CH3:21]. The catalyst class is: 2. (7) Reactant: OC(C(F)(F)F)=O.[Cl:8][C:9]1[S:21][C:12]2[NH:13][C:14](=[O:20])[C:15]([C:18]#[N:19])=[C:16]([OH:17])[C:11]=2[C:10]=1[C:22]1[CH:27]=[CH:26][C:25]([O:28][CH2:29][C:30]2([OH:36])[CH2:35][CH2:34][NH:33][CH2:32][CH2:31]2)=[CH:24][CH:23]=1.C(O[C:40]1(O[Si](C)(C)C)[CH2:42][CH2:41]1)C.[BH3-]C#N.[Na+]. Product: [Cl:8][C:9]1[S:21][C:12]2[NH:13][C:14](=[O:20])[C:15]([C:18]#[N:19])=[C:16]([OH:17])[C:11]=2[C:10]=1[C:22]1[CH:23]=[CH:24][C:25]([O:28][CH2:29][C:30]2([OH:36])[CH2:35][CH2:34][N:33]([CH:40]3[CH2:42][CH2:41]3)[CH2:32][CH2:31]2)=[CH:26][CH:27]=1. The catalyst class is: 5. (8) Reactant: [C:1](Cl)(Cl)=[S:2].[NH2:5][CH2:6][C:7]1[C:15]2[C:10](=C[CH:12]=[CH:13][CH:14]=2)[NH:9]N=1.[NH2:16][C:17]1[CH:24]=[CH:23][CH:22]=[CH:21][C:18]=1[CH2:19][NH2:20].C(Cl)(Cl)=S.[NH:29]1[C:37]2C(=CC=CC=2)C=N1.C(N)C1C=CC=CC=1. Product: [NH:29]1[C:37]2=[N:5][CH:6]=[CH:7][C:15]([CH2:10][NH:9][C:1]([NH:20][CH2:19][C:18]3[CH:21]=[CH:22][CH:23]=[CH:24][C:17]=3[NH2:16])=[S:2])=[C:14]2[CH:13]=[CH:12]1. The catalyst class is: 49.